Task: Binary Classification. Given a drug SMILES string, predict its activity (active/inactive) in a high-throughput screening assay against a specified biological target.. Dataset: Kir2.1 potassium channel HTS with 301,493 compounds (1) The result is 0 (inactive). The molecule is O=C(N1CCCCC1)c1c(cc(oc1C)=O)C. (2) The compound is s1c(C(=O)c2cc3[nH]c(nc3cc2)NC(OC)=O)ccc1. The result is 0 (inactive). (3) The drug is s1c(NC(NC(=O)CC(C)C)(C(F)(F)F)C(OCC)=O)c(c(c1C)CC)C#N. The result is 0 (inactive). (4) The drug is s1c2nc3CC(OCc3cc2c(N)c1C(=O)N)(C)C. The result is 0 (inactive). (5) The compound is S(c1c([N+]([O-])=O)cc(cc1)C(=O)C)c1n(nnn1)c1ccccc1. The result is 0 (inactive). (6) The molecule is [O-][N+](=O)c1ccc(c2nc(N(Cc3ccccc3)C)c3c(n2)cccc3)cc1. The result is 0 (inactive). (7) The molecule is s1c2n(nc1SCC(=O)/C(=c1\[nH]c3c([nH]1)cccc3)C#N)c(=O)c(nn2)C(C)(C)C. The result is 0 (inactive).